Task: Predict the reactants needed to synthesize the given product.. Dataset: Full USPTO retrosynthesis dataset with 1.9M reactions from patents (1976-2016) Given the product [C:5]([CH:4]([CH2:13]/[CH:14]=[CH:15]/[C:16]1[CH:21]=[CH:20][CH:19]=[CH:18][CH:17]=1)[C:3]([O:2][CH3:1])=[O:8])(=[O:7])[CH3:6], predict the reactants needed to synthesize it. The reactants are: [CH3:1][O:2][C:3](=[O:8])/[CH:4]=[C:5](/[O-:7])\[CH3:6].[Na+].[I-].[K+].Br[CH2:13]/[CH:14]=[CH:15]/[C:16]1[CH:21]=[CH:20][CH:19]=[CH:18][CH:17]=1.